Dataset: Experimentally validated miRNA-target interactions with 360,000+ pairs, plus equal number of negative samples. Task: Binary Classification. Given a miRNA mature sequence and a target amino acid sequence, predict their likelihood of interaction. (1) The miRNA is hsa-miR-545-5p with sequence UCAGUAAAUGUUUAUUAGAUGA. The protein sequence of the target gene is MTSPVLVDIREEVTCPICLELLTEPLSIDCGHSFCQACITPNGRESVIGQEGERSCPVCQTSYQPGNLRPNRHLANIVRRLREVVLGPGKQLKAVLCADHGEKLQLFCQEDGKVICWLCERSQEHRGHHTFLVEEVAQEYQEKFQESLKKLKNEEQEAEKLTAFIREKKTSWKNQMEPERCRIQTEFNQLRNILDRVEQRELKKLEQEEKKGLRIIEEAENDLVHQTQSLRELISDLERRCQGSTMELLQDVSDVTERSEFWTLRKPEALPTKLRSMFRAPDLKRMLRVCRELTDVQSYW.... Result: 0 (no interaction). (2) The miRNA is mmu-miR-7038-3p with sequence CACUGCUCCUGCCUUCUUACAG. The protein sequence of the target gene is MALSPGANLVFHEDPKMTPSPPSCGAPGLGSGTIPQPHPDMAQVPMLNLLPSPGLALVPDLNDSLSPVSGEASGLVSENTPRPDDSRAIAPASLQITSSCSGEALDLDSKDVSRPDSQGRLCPASNPILSPSSTEAPRLSSGNHPQSNSEDAFKCLSSKIFKLGQRNSNPSRHELNPFIRHHSREGLVLGHCISRPSSKALLIPTSNSSLDLDSNPLLNMGSRNTSKLNLNVAPDSHGTLIPDTNETITLASHNISESVSKGAFSTTWSTSSKETMNVASSGHSRSDLSVTITQASYVTL.... Result: 0 (no interaction). (3) The miRNA is hsa-miR-218-5p with sequence UUGUGCUUGAUCUAACCAUGU. The protein sequence of the target gene is MVKETQYYDILGVKPSASPEEIKKAYRKLALKYHPDKNPDEGEKFKLISQAYEVLSDPKKRDVYDQGGEQAIKEGGSGSPSFSSPMDIFDMFFGGGGRMARERRGKNVVHQLSVTLEDLYNGVTKKLALQKNVICEKCEGVGGKKGSVEKCPLCKGRGMQIHIQQIGPGMVQQIQTVCIECKGQGERINPKDRCESCSGAKVIREKKIIEVHVEKGMKDGQKILFHGEGDQEPELEPGDVIIVLDQKDHSVFQRRGHDLIMKMKIQLSEALCGFKKTIKTLDNRILVITSKAGEVIKHGD.... Result: 1 (interaction). (4) The protein sequence of the target gene is MGAAAWARPLSVSFLLLLLPLPGMPAGSWDPAGYLLYCPCMGRFGNQADHFLGSLAFAKLLNRTLAVPPWIEYQHHKPPFTNLHVSYQKYFKLEPLQAYHRVISLEDFMEKLAPTHWPPEKRVAYCFEVAAQRSPDKKTCPMKEGNPFGPFWDQFHVSFNKSELFTGISFSASYREQWSQRFSPKEHPVLALPGAPAQFPVLEEHRPLQKYMVWSDEMVKTGEAQIHAHLVRPYVGIHLRIGSDWKNACAMLKDGTAGSHFMASPQCVGYSRSTAAPLTMTMCLPDLKEIQRAVKLWVRS.... The miRNA is hsa-miR-6884-5p with sequence AGAGGCUGAGAAGGUGAUGUUG. Result: 1 (interaction). (5) The miRNA is hsa-miR-571 with sequence UGAGUUGGCCAUCUGAGUGAG. The protein sequence of the target gene is MVHEAPHASSFQMLLQLLLLLLLRAEPLRSAELTFELPDNAKQCFHEEVEQGVKFSLDYQVITGGHYDVDCYVEDPRGNVIYRETKKQYDSFTYKTEAKGVYRFCFSNEFSTFSHKTVYFDFQVGDEPPILPDMGNRVTALTQMESACVTIHEALKTVIDSQTHYRLREAQDRARAEDLNSRVSYWSVGETIALFVVSFSQVLLLKSFFTEKRPVNRAVHS. Result: 0 (no interaction). (6) The miRNA is hsa-miR-4485-5p with sequence ACCGCCUGCCCAGUGA. The protein sequence of the target gene is MLPARCARLLTPHLLLVLVQLSPARGHRTTGPRFLISDRDPQCNLHCSRTQPKPICASDGRSYESMCEYQRAKCRDPTLGVVHRGRCKDAGQSKCRLERAQALEQAKKPQEAVFVPECGEDGSFTQVQCHTYTGYCWCVTPDGKPISGSSVQNKTPVCSGSVTDKPLSQGNSGRKDDGSKPTPTMETQPVFDGDEITAPTLWIKHLVIKDSKLNNTNIRNSEKVYSCDQERQSALEEAQQNPREGIVIPECAPGGLYKPVQCHQSTGYCWCVLVDTGRPLPGTSTRYVMPSCESDARAKT.... Result: 0 (no interaction). (7) The miRNA is dre-miR-133b-3p with sequence UUUGGUCCCCUUCAACCAGCUA. The protein sequence of the target gene is MTASASSFSSSQGVQQPSIYSFSQITRSLFLSNGVAANDKLLLSSNRITAIVNASVEVVNVFFEGIQYIKVPVTDARDSRLYDFFDPIADLIHTIDMRQGRTLLHCMAGVSRSASLCLAYLMKYHSMSLLDAHTWTKSRRPIIRPNNGFWEQLINYEFKLFNNNTVRMINSPVGNIPDIYEKDLRMMISM. Result: 0 (no interaction). (8) The miRNA is hsa-miR-6795-3p with sequence ACCCCUCGUUUCUUCCCCCAG. The protein sequence of the target gene is MDADDSRAPKGSLRKFLEHLSGAGKAIGVLTSGGDAQGMNAAVRAVVRMGIYVGAKVYFIYEGYQGMVDGGSNIAEADWESVSSILQVGGTIIGSARCQAFRTREGRLKAACNLLQRGITNLCVIGGDGSLTGANLFRKEWSGLLEELARNGQIDKEAVQKYAYLNVVGMVGSIDNDFCGTDMTIGTDSALHRIIEVVDAIMTTAQSHQRTFVLEVMGRHCGYLALVSALACGADWVFLPESPPEEGWEEQMCVKLSENRARKKRLNIIIVAEGAIDTQNKPITSEKIKELVVTQLGYDT.... Result: 0 (no interaction). (9) The miRNA is mmu-miR-144-3p with sequence UACAGUAUAGAUGAUGUACU. The protein sequence of the target gene is MASSEAEWVTIANNLLFKCHIHLRIHELQDCDANVFIALYQSILGEKVPDLIVLPRNQEDEAHNVQAVIDSLALDYLQVSLSHITGENIVKGDNESIRNLLEIFDGLLDYLTEHISESSPNKSETEQYSKDSHGEEAGEDLERTEEAKWRNASFMRCSFSSDTLGPTWDEDEAESTGEIIRLGDTAHTFSQRSNGAQNSKDLRSRKASASPGVEPPEEMLNPGPLGFLSQNGPPCEAASETPPMSMVPSARKLGEPIRAAIPLHPPYHPSEPRAPCPIGKEYLWSSRYLSTPTSGEHMAP.... Result: 0 (no interaction). (10) The miRNA is mmu-miR-669b-3p with sequence CAUAUACAUACACACAAACAUAU. The protein sequence of the target gene is MAGPGPGAALESPRQLLGRVRFLAEAARSLRAGLPLPAALAFVPREVLYKLYKDPAGPSRVLLPVWEAEGLGLRVGAVGAAPGTGSGPLRAARDSIELRRGACVRTTGEELCNGHGLWVKLTKEQLAEHLSDCSLDEGWLLVCRPAEGGARLVPIDTPDHLQRQQQLFGVDYRPVLRWEQVVDLTYSHRLGSRPQPAEAYTEAIQRLLYVPPTWTYECDEDLIHFLYDHLGKEDENLGSVKQYVESIDVSSYTEEFNVSCLTDSNADTYWESDGSQCQHWVRLTMKKGTIVKKLLLTVDT.... Result: 0 (no interaction).